From a dataset of Full USPTO retrosynthesis dataset with 1.9M reactions from patents (1976-2016). Predict the reactants needed to synthesize the given product. (1) Given the product [N+:16]([C:13]1[CH:14]=[CH:15][C:10]([NH:1][C:2]2[CH:7]=[CH:6][C:5]([SH:8])=[CH:4][CH:3]=2)=[CH:11][CH:12]=1)([O-:18])=[O:17], predict the reactants needed to synthesize it. The reactants are: [NH2:1][C:2]1[CH:7]=[CH:6][C:5]([SH:8])=[CH:4][CH:3]=1.Cl[C:10]1[CH:15]=[CH:14][C:13]([N+:16]([O-:18])=[O:17])=[CH:12][CH:11]=1.C(=O)([O-])[O-].[K+].[K+]. (2) Given the product [N:11]1[C:12]2[N:13]([C:16]3[CH:22]=[CH:21][CH:20]=[CH:19][C:17]=3[N:18]=2)[CH:14]=[CH:15][C:10]=1[C:7]1[CH:6]=[CH:5][C:4]([NH2:1])=[CH:9][CH:8]=1, predict the reactants needed to synthesize it. The reactants are: [N+:1]([C:4]1[CH:9]=[CH:8][C:7]([C:10]2[CH:15]=[CH:14][N:13]3[C:16]4[CH:22]=[CH:21][CH:20]=[CH:19][C:17]=4[N:18]=[C:12]3[N:11]=2)=[CH:6][CH:5]=1)([O-])=O.O.O.Cl[Sn]Cl. (3) Given the product [P:47](=[O:46])([OH:50])([OH:49])[OH:48].[CH3:1][NH:2][CH2:3][C:4]([O:6][C@H:7]([CH3:45])[CH2:8][N:9]1[C:13]([CH3:14])=[C:12]([C:15](=[O:37])[NH:16][C:17]2[CH:22]=[CH:21][C:20]([O:23][C:24]3[C:33]4[C:28](=[CH:29][C:30]([O:34][CH3:35])=[CH:31][CH:32]=4)[N:27]=[CH:26][CH:25]=3)=[C:19]([F:36])[CH:18]=2)[C:11](=[O:38])[N:10]1[C:39]1[CH:40]=[CH:41][CH:42]=[CH:43][CH:44]=1)=[O:5], predict the reactants needed to synthesize it. The reactants are: [CH3:1][NH:2][CH2:3][C:4]([O:6][C@H:7]([CH3:45])[CH2:8][N:9]1[C:13]([CH3:14])=[C:12]([C:15](=[O:37])[NH:16][C:17]2[CH:22]=[CH:21][C:20]([O:23][C:24]3[C:33]4[C:28](=[CH:29][C:30]([O:34][CH3:35])=[CH:31][CH:32]=4)[N:27]=[CH:26][CH:25]=3)=[C:19]([F:36])[CH:18]=2)[C:11](=[O:38])[N:10]1[C:39]1[CH:44]=[CH:43][CH:42]=[CH:41][CH:40]=1)=[O:5].[OH:46][P:47]([OH:50])([OH:49])=[O:48]. (4) Given the product [CH3:29][O:28][C:25]1[CH:26]=[CH:27][C:22]([CH2:21][N:1]2[C:9]3[C:4](=[CH:5][CH:6]=[CH:7][CH:8]=3)[C:3]([C:10]([O:12][CH3:13])=[O:11])=[N:2]2)=[CH:23][CH:24]=1, predict the reactants needed to synthesize it. The reactants are: [NH:1]1[C:9]2[C:4](=[CH:5][CH:6]=[CH:7][CH:8]=2)[C:3]([C:10]([O:12][CH3:13])=[O:11])=[N:2]1.C(=O)([O-])[O-].[Cs+].[Cs+].Cl[CH2:21][C:22]1[CH:27]=[CH:26][C:25]([O:28][CH3:29])=[CH:24][CH:23]=1. (5) Given the product [NH2:31][C:32]1[N:33]=[CH:34][C:35]([C:2]2[N:3]=[C:4]([N:25]3[CH2:30][CH2:29][O:28][CH2:27][CH2:26]3)[C:5]3[N:11]=[C:10]([CH2:12][N:13]4[CH2:18][CH2:17][N:16]([C:19]([CH3:24])([CH3:23])[C:20]([NH2:22])=[O:21])[CH2:15][CH2:14]4)[CH:9]=[CH:8][C:6]=3[N:7]=2)=[CH:36][CH:37]=1, predict the reactants needed to synthesize it. The reactants are: Cl[C:2]1[N:3]=[C:4]([N:25]2[CH2:30][CH2:29][O:28][CH2:27][CH2:26]2)[C:5]2[N:11]=[C:10]([CH2:12][N:13]3[CH2:18][CH2:17][N:16]([C:19]([CH3:24])([CH3:23])[C:20]([NH2:22])=[O:21])[CH2:15][CH2:14]3)[CH:9]=[CH:8][C:6]=2[N:7]=1.[NH2:31][C:32]1[CH:37]=[CH:36][C:35](B(O)O)=[CH:34][N:33]=1.